This data is from NCI-60 drug combinations with 297,098 pairs across 59 cell lines. The task is: Regression. Given two drug SMILES strings and cell line genomic features, predict the synergy score measuring deviation from expected non-interaction effect. (1) Drug 1: CC1=C(C=C(C=C1)C(=O)NC2=CC(=CC(=C2)C(F)(F)F)N3C=C(N=C3)C)NC4=NC=CC(=N4)C5=CN=CC=C5. Drug 2: CCN(CC)CCCC(C)NC1=C2C=C(C=CC2=NC3=C1C=CC(=C3)Cl)OC. Cell line: CCRF-CEM. Synergy scores: CSS=21.3, Synergy_ZIP=-0.618, Synergy_Bliss=-0.981, Synergy_Loewe=-9.96, Synergy_HSA=-3.15. (2) Drug 1: C1=CN(C(=O)N=C1N)C2C(C(C(O2)CO)O)O.Cl. Drug 2: CS(=O)(=O)OCCCCOS(=O)(=O)C. Cell line: SK-MEL-28. Synergy scores: CSS=32.7, Synergy_ZIP=-4.11, Synergy_Bliss=-0.612, Synergy_Loewe=-36.1, Synergy_HSA=0.448. (3) Drug 1: CC1=CC=C(C=C1)C2=CC(=NN2C3=CC=C(C=C3)S(=O)(=O)N)C(F)(F)F. Cell line: NCI-H226. Synergy scores: CSS=7.33, Synergy_ZIP=-1.17, Synergy_Bliss=1.42, Synergy_Loewe=-31.5, Synergy_HSA=-0.811. Drug 2: CCC1=C2CN3C(=CC4=C(C3=O)COC(=O)C4(CC)O)C2=NC5=C1C=C(C=C5)O. (4) Drug 1: CN1C2=C(C=C(C=C2)N(CCCl)CCCl)N=C1CCCC(=O)O.Cl. Drug 2: CC12CCC3C(C1CCC2OP(=O)(O)O)CCC4=C3C=CC(=C4)OC(=O)N(CCCl)CCCl.[Na+]. Cell line: IGROV1. Synergy scores: CSS=16.9, Synergy_ZIP=-5.06, Synergy_Bliss=3.26, Synergy_Loewe=2.04, Synergy_HSA=2.10. (5) Drug 1: CC1=C(C=C(C=C1)NC2=NC=CC(=N2)N(C)C3=CC4=NN(C(=C4C=C3)C)C)S(=O)(=O)N.Cl. Drug 2: C1=CC(=CC=C1CCC2=CNC3=C2C(=O)NC(=N3)N)C(=O)NC(CCC(=O)O)C(=O)O. Cell line: CCRF-CEM. Synergy scores: CSS=37.3, Synergy_ZIP=-0.359, Synergy_Bliss=-5.32, Synergy_Loewe=-20.3, Synergy_HSA=-5.21. (6) Drug 1: C1CN1C2=NC(=NC(=N2)N3CC3)N4CC4. Drug 2: CC(C)(C#N)C1=CC(=CC(=C1)CN2C=NC=N2)C(C)(C)C#N. Cell line: HOP-62. Synergy scores: CSS=56.3, Synergy_ZIP=7.42, Synergy_Bliss=6.21, Synergy_Loewe=-2.62, Synergy_HSA=-3.31. (7) Drug 1: CC1CCC2CC(C(=CC=CC=CC(CC(C(=O)C(C(C(=CC(C(=O)CC(OC(=O)C3CCCCN3C(=O)C(=O)C1(O2)O)C(C)CC4CCC(C(C4)OC)O)C)C)O)OC)C)C)C)OC. Drug 2: CS(=O)(=O)OCCCCOS(=O)(=O)C. Cell line: M14. Synergy scores: CSS=13.2, Synergy_ZIP=4.43, Synergy_Bliss=1.51, Synergy_Loewe=-38.4, Synergy_HSA=0.539. (8) Drug 1: C1CCN(CC1)CCOC2=CC=C(C=C2)C(=O)C3=C(SC4=C3C=CC(=C4)O)C5=CC=C(C=C5)O. Drug 2: C1=CC=C(C=C1)NC(=O)CCCCCCC(=O)NO. Cell line: NCI-H460. Synergy scores: CSS=11.0, Synergy_ZIP=-1.63, Synergy_Bliss=1.19, Synergy_Loewe=-4.61, Synergy_HSA=-2.02.